This data is from Full USPTO retrosynthesis dataset with 1.9M reactions from patents (1976-2016). The task is: Predict the reactants needed to synthesize the given product. Given the product [F:1][C:2]1[CH:3]=[C:4]([CH:27]=[CH:28][CH:29]=1)[CH2:5][N:6]1[CH2:11][CH2:10][CH2:9][CH2:8][C@@H:7]1[C:12]([NH:14][C@H:15]([C:17]1[CH:18]=[CH:19][C:20]([C:21]([O-:23])=[O:22])=[CH:25][CH:26]=1)[CH3:16])=[O:13].[Li+:31], predict the reactants needed to synthesize it. The reactants are: [F:1][C:2]1[CH:3]=[C:4]([CH:27]=[CH:28][CH:29]=1)[CH2:5][N:6]1[CH2:11][CH2:10][CH2:9][CH2:8][C@@H:7]1[C:12]([NH:14][C@H:15]([C:17]1[CH:26]=[CH:25][C:20]([C:21]([O:23]C)=[O:22])=[CH:19][CH:18]=1)[CH3:16])=[O:13].O[Li:31].O.